From a dataset of NCI-60 drug combinations with 297,098 pairs across 59 cell lines. Regression. Given two drug SMILES strings and cell line genomic features, predict the synergy score measuring deviation from expected non-interaction effect. (1) Synergy scores: CSS=6.78, Synergy_ZIP=-4.44, Synergy_Bliss=-2.76, Synergy_Loewe=-4.85, Synergy_HSA=-3.65. Cell line: EKVX. Drug 2: CS(=O)(=O)CCNCC1=CC=C(O1)C2=CC3=C(C=C2)N=CN=C3NC4=CC(=C(C=C4)OCC5=CC(=CC=C5)F)Cl. Drug 1: C1C(C(OC1N2C=C(C(=O)NC2=O)F)CO)O. (2) Drug 1: C1CC(=O)NC(=O)C1N2C(=O)C3=CC=CC=C3C2=O. Drug 2: CC(C)CN1C=NC2=C1C3=CC=CC=C3N=C2N. Cell line: RPMI-8226. Synergy scores: CSS=-1.01, Synergy_ZIP=-1.42, Synergy_Bliss=-6.70, Synergy_Loewe=-4.43, Synergy_HSA=-8.16. (3) Drug 1: COC1=C(C=C2C(=C1)N=CN=C2NC3=CC(=C(C=C3)F)Cl)OCCCN4CCOCC4. Drug 2: CNC(=O)C1=NC=CC(=C1)OC2=CC=C(C=C2)NC(=O)NC3=CC(=C(C=C3)Cl)C(F)(F)F. Cell line: NCI-H226. Synergy scores: CSS=26.7, Synergy_ZIP=-4.42, Synergy_Bliss=-4.12, Synergy_Loewe=-2.44, Synergy_HSA=-2.12. (4) Drug 2: CN1C2=C(C=C(C=C2)N(CCCl)CCCl)N=C1CCCC(=O)O.Cl. Synergy scores: CSS=2.67, Synergy_ZIP=2.14, Synergy_Bliss=3.18, Synergy_Loewe=-57.0, Synergy_HSA=0.454. Cell line: UACC-257. Drug 1: CC1C(C(CC(O1)OC2CC(OC(C2O)C)OC3=CC4=CC5=C(C(=O)C(C(C5)C(C(=O)C(C(C)O)O)OC)OC6CC(C(C(O6)C)O)OC7CC(C(C(O7)C)O)OC8CC(C(C(O8)C)O)(C)O)C(=C4C(=C3C)O)O)O)O. (5) Drug 1: CS(=O)(=O)C1=CC(=C(C=C1)C(=O)NC2=CC(=C(C=C2)Cl)C3=CC=CC=N3)Cl. Drug 2: CC1=C(C(=O)C2=C(C1=O)N3CC4C(C3(C2COC(=O)N)OC)N4)N. Cell line: SK-MEL-28. Synergy scores: CSS=16.2, Synergy_ZIP=-3.60, Synergy_Bliss=-0.502, Synergy_Loewe=-38.1, Synergy_HSA=-6.53. (6) Drug 1: COC1=C(C=C2C(=C1)N=CN=C2NC3=CC(=C(C=C3)F)Cl)OCCCN4CCOCC4. Drug 2: C1CNP(=O)(OC1)N(CCCl)CCCl. Cell line: TK-10. Synergy scores: CSS=26.0, Synergy_ZIP=-1.30, Synergy_Bliss=-2.37, Synergy_Loewe=-22.5, Synergy_HSA=-1.14. (7) Drug 2: CN(CC1=CN=C2C(=N1)C(=NC(=N2)N)N)C3=CC=C(C=C3)C(=O)NC(CCC(=O)O)C(=O)O. Cell line: SR. Synergy scores: CSS=61.5, Synergy_ZIP=-2.05, Synergy_Bliss=-5.34, Synergy_Loewe=-3.69, Synergy_HSA=-1.98. Drug 1: C1CCC(CC1)NC(=O)N(CCCl)N=O.